Dataset: Full USPTO retrosynthesis dataset with 1.9M reactions from patents (1976-2016). Task: Predict the reactants needed to synthesize the given product. (1) The reactants are: [CH3:1][C:2]1[O:6][C:5]([C:7]2[CH:12]=[CH:11][CH:10]=[CH:9][CH:8]=2)=[N:4][C:3]=1[CH2:13][C:14]([OH:16])=O.ON1C2C=CC=CC=2N=N1.C(N(CC)C(C)C)(C)C.Cl.CN(C)CCCN=C=NCC.[CH2:48]([N:55]1[CH2:60][CH2:59][O:58][C@@H:57]([CH2:61][NH2:62])[CH2:56]1)[C:49]1[CH:54]=[CH:53][CH:52]=[CH:51][CH:50]=1. Given the product [CH2:48]([N:55]1[CH2:60][CH2:59][O:58][C@@H:57]([CH2:61][NH:62][C:14](=[O:16])[CH2:13][C:3]2[N:4]=[C:5]([C:7]3[CH:8]=[CH:9][CH:10]=[CH:11][CH:12]=3)[O:6][C:2]=2[CH3:1])[CH2:56]1)[C:49]1[CH:50]=[CH:51][CH:52]=[CH:53][CH:54]=1, predict the reactants needed to synthesize it. (2) Given the product [Br:22][C:20]1[CH:21]=[C:16]([NH:12][C:9]2[CH:8]=[CH:7][C:6]([N:5]([CH2:4][CH2:3][N:2]([CH3:14])[CH3:1])[CH3:13])=[CH:11][N:10]=2)[C:17](=[O:24])[N:18]([CH3:23])[CH:19]=1, predict the reactants needed to synthesize it. The reactants are: [CH3:1][N:2]([CH3:14])[CH2:3][CH2:4][N:5]([CH3:13])[C:6]1[CH:7]=[CH:8][C:9]([NH2:12])=[N:10][CH:11]=1.Br[C:16]1[C:17](=[O:24])[N:18]([CH3:23])[CH:19]=[C:20]([Br:22])[CH:21]=1.C(=O)([O-])[O-].[Cs+].[Cs+].CC1(C)C2C(=C(P(C3C=CC=CC=3)C3C=CC=CC=3)C=CC=2)OC2C(P(C3C=CC=CC=3)C3C=CC=CC=3)=CC=CC1=2. (3) Given the product [Br:1][C:2]1[CH:8]=[CH:7][CH:6]=[C:5]2[C:3]=1[N:4]=[CH:18][CH:19]=[C:10]2[I:9], predict the reactants needed to synthesize it. The reactants are: [Br:1][C:2]1[CH:8]=[CH:7][CH:6]=[CH:5][C:3]=1[NH2:4].[I:9][C:10]1[CH:19]=[CH:18]C2C(=CC=CC=2)N=1.N1C2C(=CC=CC=2)C=CC=1. (4) Given the product [Br:18][C:16]1[CH:17]=[C:10]2[C:11]([CH:12]=[C:3]([O:2][CH3:1])[CH:4]=[N:9]2)=[CH:14][CH:15]=1, predict the reactants needed to synthesize it. The reactants are: [CH3:1][O:2][CH:3](OC)[CH2:4]OC.[NH2:9][C:10]1[CH:17]=[C:16]([Br:18])[CH:15]=[CH:14][C:11]=1[CH:12]=O.O.C1(C)C=CC(S(O)(=O)=O)=CC=1. (5) Given the product [O:15]=[C:14]1[C:8]2=[CH:7][C:6]3[CH:5]=[C:4]([C:16]#[N:17])[CH:3]=[C:2]([C:21]4[CH:20]=[C:19]([F:18])[C:24]([F:25])=[C:23]([F:26])[CH:22]=4)[C:10]=3[N:9]2[CH2:11][CH2:12][NH:13]1, predict the reactants needed to synthesize it. The reactants are: Br[C:2]1[C:10]2[N:9]3[CH2:11][CH2:12][NH:13][C:14](=[O:15])[C:8]3=[CH:7][C:6]=2[CH:5]=[C:4]([C:16]#[N:17])[CH:3]=1.[F:18][C:19]1[CH:20]=[C:21](B(O)O)[CH:22]=[C:23]([F:26])[C:24]=1[F:25]. (6) Given the product [NH2:1][C@@H:2]([CH2:3][C:4]1[CH:5]=[CH:6][C:7]([O:10][CH2:16][C:17]2[CH:22]=[CH:21][CH:20]=[CH:19][CH:18]=2)=[CH:8][CH:9]=1)[C:11]([OH:13])=[O:12], predict the reactants needed to synthesize it. The reactants are: [NH2:1][C@H:2]([C:11]([OH:13])=[O:12])[CH2:3][C:4]1[CH:9]=[CH:8][C:7]([OH:10])=[CH:6][CH:5]=1.CO.[CH2:16](Br)[C:17]1[CH:22]=[CH:21][CH:20]=[CH:19][CH:18]=1. (7) Given the product [C:1]([O:5][C:6]([N:8]1[C:17]2[C:12](=[CH:13][CH:14]=[C:15]([CH2:18][CH2:19][O:20][C:21]3[CH:22]=[C:23]4[C:27](=[CH:28][CH:29]=3)[N:26]([C:63]([C:68]3[CH:69]=[CH:70][CH:71]=[C:72]([O:87][CH2:86][C:88]5[CH:89]=[CH:90][CH:91]=[CH:92][CH:93]=5)[CH:73]=3)=[CH:64][C:65]([O:34][CH2:30][CH3:31])=[O:48])[CH:25]=[CH:24]4)[N:16]=2)[CH2:11][CH2:10][CH2:9]1)=[O:7])([CH3:4])([CH3:2])[CH3:3], predict the reactants needed to synthesize it. The reactants are: [C:1]([O:5][C:6]([N:8]1[C:17]2[C:12](=[CH:13][CH:14]=[C:15]([CH2:18][CH2:19][O:20][C:21]3[CH:22]=[C:23]4[C:27](=[CH:28][CH:29]=3)[NH:26][CH:25]=[CH:24]4)[N:16]=2)[CH2:11][CH2:10][CH2:9]1)=[O:7])([CH3:4])([CH3:3])[CH3:2].[C:30]([O:34]C(N1C2C(=CC=CN=2)CCC1)=O)(C)(C)[CH3:31].P([O-])([O-])([O-])=[O:48].[K+].[K+].[K+].C1(P(C2CCCCC2)C2C=C[CH:65]=[CH:64][C:63]=2[C:68]2[CH:73]=[CH:72][CH:71]=[CH:70][C:69]=2N(C)C)CCCCC1.CN([CH:86]=[O:87])C.[C:88]1(C)[CH:93]=[CH:92][CH:91]=[CH:90][CH:89]=1.